This data is from Forward reaction prediction with 1.9M reactions from USPTO patents (1976-2016). The task is: Predict the product of the given reaction. (1) Given the reactants Cl.Cl.[CH:3]1([N:6]2[CH2:11][CH2:10][NH:9][CH2:8][CH2:7]2)[CH2:5][CH2:4]1.C(=O)([O-])[O-].[K+].[K+].[I-].[K+].[CH2:20]([O:22][C:23](=[O:36])[C:24]1[CH:29]=[CH:28][C:27]([O:30][CH2:31][CH2:32][CH2:33]Br)=[C:26]([F:35])[CH:25]=1)[CH3:21], predict the reaction product. The product is: [NH3:6].[CH2:20]([O:22][C:23](=[O:36])[C:24]1[CH:29]=[CH:28][C:27]([O:30][CH2:31][CH2:32][CH2:33][N:9]2[CH2:10][CH2:11][N:6]([CH:3]3[CH2:5][CH2:4]3)[CH2:7][CH2:8]2)=[C:26]([F:35])[CH:25]=1)[CH3:21]. (2) Given the reactants [N:1]1[C:10]2[C:5](=[CH:6][C:7]([CH:11]([CH3:15])[C:12](O)=O)=[CH:8][CH:9]=2)[CH:4]=[CH:3][CH:2]=1.[C:16]1([C:22]2[N:27]=[N:26][C:25]([NH:28][NH2:29])=[CH:24][CH:23]=2)[CH:21]=[CH:20][CH:19]=[CH:18][CH:17]=1.Cl, predict the reaction product. The product is: [C:16]1([C:22]2[CH:23]=[CH:24][C:25]3[N:26]([C:12]([CH:11]([C:7]4[CH:6]=[C:5]5[C:10](=[CH:9][CH:8]=4)[N:1]=[CH:2][CH:3]=[CH:4]5)[CH3:15])=[N:29][N:28]=3)[N:27]=2)[CH:17]=[CH:18][CH:19]=[CH:20][CH:21]=1. (3) Given the reactants [C:1]12[C:7](=[CH:8][CH:9]=[CH:10][CH:11]=1)[NH:6]C(=O)[O:4][C:2]2=O.[NH2:13][C:14]1[CH:22]=[C:21]2[C:17]([CH:18]=[CH:19][NH:20]2)=[CH:16][CH:15]=1.C1(C)C=CC=CC=1, predict the reaction product. The product is: [NH:20]1[C:21]2[C:17](=[CH:16][CH:15]=[C:14]([NH:13][C:2](=[O:4])[C:1]3[CH:11]=[CH:10][CH:9]=[CH:8][C:7]=3[NH2:6])[CH:22]=2)[CH:18]=[CH:19]1. (4) Given the reactants [Br:1][CH2:2][C@@H:3]([C:5]1[CH:6]=[CH:7][C:8]2[O:13][C:12]([CH3:15])([CH3:14])[O:11][CH2:10][C:9]=2[CH:16]=1)[OH:4].N1C=CN=C1.[Si:22](Cl)([C:25]([CH3:28])([CH3:27])[CH3:26])([CH3:24])[CH3:23], predict the reaction product. The product is: [Br:1][CH2:2][C@@H:3]([C:5]1[CH:6]=[CH:7][C:8]2[O:13][C:12]([CH3:14])([CH3:15])[O:11][CH2:10][C:9]=2[CH:16]=1)[O:4][Si:22]([C:25]([CH3:28])([CH3:27])[CH3:26])([CH3:24])[CH3:23]. (5) Given the reactants [CH3:1][N:2]1[CH2:8][CH2:7][CH2:6][N:5]([C:9]2[S:13][C:12]([C:14]([O:16]CC)=O)=[CH:11][CH:10]=2)[CH2:4][CH2:3]1.[CH3:19][O:20][C:21]1[CH:22]=[C:23]([CH2:29][CH2:30][C:31]2[CH:32]=[C:33]([NH2:36])[NH:34][N:35]=2)[CH:24]=[C:25]([O:27][CH3:28])[CH:26]=1.C[Al](C)C, predict the reaction product. The product is: [CH3:28][O:27][C:25]1[CH:24]=[C:23]([CH2:29][CH2:30][C:31]2[CH:32]=[C:33]([NH:36][C:14]([C:12]3[S:13][C:9]([N:5]4[CH2:6][CH2:7][CH2:8][N:2]([CH3:1])[CH2:3][CH2:4]4)=[CH:10][CH:11]=3)=[O:16])[NH:34][N:35]=2)[CH:22]=[C:21]([O:20][CH3:19])[CH:26]=1. (6) Given the reactants [F:1][C:2]1[C:7]([F:8])=[CH:6][CH:5]=[CH:4][C:3]=1[NH:9][C:10]1[CH:15]=[CH:14][N:13]=[CH:12][C:11]=1[NH:16][C:17]([C:19]1[C:20]([NH:25][C:26]([CH3:29])([CH3:28])[CH3:27])=[N:21][CH:22]=[CH:23][CH:24]=1)=O.COC1C=CC(P2(=S)SP(=S)(C3C=CC(OC)=CC=3)S2)=CC=1, predict the reaction product. The product is: [C:26]([NH:25][C:20]1[C:19]([C:17]2[N:9]([C:3]3[CH:4]=[CH:5][CH:6]=[C:7]([F:8])[C:2]=3[F:1])[C:10]3[CH:15]=[CH:14][N:13]=[CH:12][C:11]=3[N:16]=2)=[CH:24][CH:23]=[CH:22][N:21]=1)([CH3:29])([CH3:28])[CH3:27]. (7) The product is: [CH2:15]([O:14][C:13]1[C:9]([O:8][CH2:1][C:2]2[CH:7]=[CH:6][CH:5]=[CH:4][CH:3]=2)=[C:10]([C:35](=[O:36])[N:40]([CH3:41])[CH3:38])[N:11]([C:27]2[CH:32]=[CH:31][C:30]([O:33][CH3:34])=[CH:29][CH:28]=2)[C:12]=1[C:22]([O:24][CH2:25][CH3:26])=[O:23])[C:16]1[CH:17]=[CH:18][CH:19]=[CH:20][CH:21]=1. Given the reactants [CH2:1]([O:8][C:9]1[C:13]([O:14][CH2:15][C:16]2[CH:21]=[CH:20][CH:19]=[CH:18][CH:17]=2)=[C:12]([C:22]([O:24][CH2:25][CH3:26])=[O:23])[N:11]([C:27]2[CH:32]=[CH:31][C:30]([O:33][CH3:34])=[CH:29][CH:28]=2)[C:10]=1[C:35]([O-])=[O:36])[C:2]1[CH:7]=[CH:6][CH:5]=[CH:4][CH:3]=1.[CH2:38]([NH+:40](CC)[CH2:41]C)C.CN(C(ON1N=NC2C=CC=NC1=2)=[N+](C)C)C.F[P-](F)(F)(F)(F)F.Cl.CNC.CCN(C(C)C)C(C)C, predict the reaction product.